From a dataset of Forward reaction prediction with 1.9M reactions from USPTO patents (1976-2016). Predict the product of the given reaction. (1) Given the reactants [F:1][C:2]1[CH:16]=[CH:15][C:5]2[C:6]([CH:9]3[CH2:14][CH2:13][NH:12][CH2:11][CH2:10]3)=[N:7][O:8][C:4]=2[CH:3]=1.[C:17]([O:21][C:22](=[O:33])[NH:23][C@H:24]1[CH2:29][CH2:28][C@H:27]([CH2:30][CH:31]=O)[CH2:26][CH2:25]1)([CH3:20])([CH3:19])[CH3:18].C(O[BH-](OC(=O)C)OC(=O)C)(=O)C.[Na+], predict the reaction product. The product is: [C:17]([O:21][C:22](=[O:33])[NH:23][C@H:24]1[CH2:25][CH2:26][C@H:27]([CH2:30][CH2:31][N:12]2[CH2:11][CH2:10][CH:9]([C:6]3[C:5]4[CH:15]=[CH:16][C:2]([F:1])=[CH:3][C:4]=4[O:8][N:7]=3)[CH2:14][CH2:13]2)[CH2:28][CH2:29]1)([CH3:20])([CH3:19])[CH3:18]. (2) The product is: [CH3:1][CH:2]1[CH2:4][CH:3]1[CH2:5][NH:6][C:7]([C:9]1[N:10]=[N:11][C:12]([N:19]2[CH2:20][CH2:21][N:16]([C:22](=[O:23])[C:24]3[CH:29]=[CH:28][CH:27]=[CH:26][C:25]=3[C:30]([F:33])([F:31])[F:32])[CH2:17][CH2:18]2)=[CH:13][CH:14]=1)=[O:8]. Given the reactants [CH3:1][CH:2]1[CH2:4][CH:3]1[CH2:5][NH:6][C:7]([C:9]1[N:10]=[N:11][C:12](Cl)=[CH:13][CH:14]=1)=[O:8].[N:16]1([C:22]([C:24]2[CH:29]=[CH:28][CH:27]=[CH:26][C:25]=2[C:30]([F:33])([F:32])[F:31])=[O:23])[CH2:21][CH2:20][NH:19][CH2:18][CH2:17]1, predict the reaction product. (3) Given the reactants Br[C:2]1[CH:7]=[CH:6][C:5]([C:8]2[O:9][C:10]([CH3:23])=[C:11]([CH2:13][CH2:14][N:15]3[CH2:19][CH2:18][CH2:17][C@@H:16]3[CH2:20][O:21][CH3:22])[N:12]=2)=[CH:4][CH:3]=1.[CH3:24][S:25]([C:28]1[CH:33]=[CH:32][C:31](B(O)O)=[CH:30][CH:29]=1)(=[O:27])=[O:26], predict the reaction product. The product is: [CH3:24][S:25]([C:28]1[CH:33]=[CH:32][C:31]([C:2]2[CH:7]=[CH:6][C:5]([C:8]3[O:9][C:10]([CH3:23])=[C:11]([CH2:13][CH2:14][N:15]4[CH2:19][CH2:18][CH2:17][C@@H:16]4[CH2:20][O:21][CH3:22])[N:12]=3)=[CH:4][CH:3]=2)=[CH:30][CH:29]=1)(=[O:27])=[O:26]. (4) Given the reactants [CH3:1][C@@H:2]([CH2:5][N:6]1[C:14]2[C:9](=[CH:10][C:11]([CH3:15])=[CH:12][CH:13]=2)[CH:8]=[N:7]1)[CH2:3][OH:4].CCN(CC)CC.[CH3:23][S:24](Cl)(=[O:26])=[O:25].C([O-])(O)=O.[Na+], predict the reaction product. The product is: [CH3:23][S:24]([O:4][CH2:3][C@@H:2]([CH3:1])[CH2:5][N:6]1[C:14]2[C:9](=[CH:10][C:11]([CH3:15])=[CH:12][CH:13]=2)[CH:8]=[N:7]1)(=[O:26])=[O:25]. (5) Given the reactants N(OC(C)(C)C)=O.[CH3:8][C:9]1[CH:18]=[CH:17][C:12]2[N:13]=[C:14](N)[S:15][C:11]=2[CH:10]=1.[ClH:19], predict the reaction product. The product is: [Cl:19][C:14]1[S:15][C:11]2[CH:10]=[C:9]([CH3:8])[CH:18]=[CH:17][C:12]=2[N:13]=1. (6) Given the reactants [CH3:1][N:2]([CH2:16][C@H:17]1[CH2:22][CH2:21][C@H:20]([CH2:23]OS(C)(=O)=O)[CH2:19][CH2:18]1)[S:3]([C:6]1[CH:11]=[CH:10][C:9]([C:12]([F:15])([F:14])[F:13])=[CH:8][CH:7]=1)(=[O:5])=[O:4].[NH:29]1[CH:33]=[CH:32][N:31]=[CH:30]1.[H-].[Na+], predict the reaction product. The product is: [N:29]1([CH2:23][C@H:20]2[CH2:21][CH2:22][C@H:17]([CH2:16][N:2]([CH3:1])[S:3]([C:6]3[CH:11]=[CH:10][C:9]([C:12]([F:15])([F:14])[F:13])=[CH:8][CH:7]=3)(=[O:5])=[O:4])[CH2:18][CH2:19]2)[CH:33]=[CH:32][N:31]=[CH:30]1. (7) Given the reactants [CH3:1][C:2]1[S:6][C:5]([CH:7]=O)=[CH:4][CH:3]=1.[CH2:9]([O:11][C:12](=[O:24])[NH:13][C:14]1[CH:19]=[CH:18][C:17]([NH2:20])=[CH:16][C:15]=1[N+:21]([O-])=O)[CH3:10].[BH3-][C:26]#N.[Na+].C=O.Cl.C(=O)(O)[O-].[Na+], predict the reaction product. The product is: [CH2:9]([O:11][C:12](=[O:24])[NH:13][C:14]1[CH:19]=[CH:18][C:17]([N:20]([CH2:7][C:5]2[S:6][C:2]([CH3:1])=[CH:3][CH:4]=2)[CH3:26])=[CH:16][C:15]=1[NH2:21])[CH3:10]. (8) Given the reactants Br[C:2]1[N:3]([CH:19]2[CH2:24][CH2:23][CH2:22][CH2:21][O:20]2)[C:4]2[C:9]([N:10]=1)=[C:8]([NH2:11])[N:7]=[C:6]([O:12][CH2:13][CH:14]1[CH2:18][CH2:17][CH2:16][O:15]1)[N:5]=2.[CH3:25][O-:26].[Na+], predict the reaction product. The product is: [CH3:25][O:26][C:2]1[N:3]([CH:19]2[CH2:24][CH2:23][CH2:22][CH2:21][O:20]2)[C:4]2[C:9]([N:10]=1)=[C:8]([NH2:11])[N:7]=[C:6]([O:12][CH2:13][CH:14]1[CH2:18][CH2:17][CH2:16][O:15]1)[N:5]=2.